Predict the reactants needed to synthesize the given product. From a dataset of Full USPTO retrosynthesis dataset with 1.9M reactions from patents (1976-2016). (1) The reactants are: [CH3:1][S:2]([N:5]1[CH2:10][CH2:9][C:8](=[O:11])[CH2:7][CH2:6]1)(=[O:4])=[O:3].C(O)(=O)C.[CH2:16](N)[C:17]1[CH:22]=[CH:21][CH:20]=[CH:19][CH:18]=1.[BH-](OC(C)=O)(OC(C)=O)OC(C)=O.[Na+].[OH-].[Na+]. Given the product [CH2:16]([O:11][CH:8]1[CH2:7][CH2:6][N:5]([S:2]([CH3:1])(=[O:4])=[O:3])[CH2:10][CH2:9]1)[C:17]1[CH:22]=[CH:21][CH:20]=[CH:19][CH:18]=1, predict the reactants needed to synthesize it. (2) The reactants are: FC(F)(F)C(O)=O.C(OC([N:15]1[CH2:20][CH2:19][C:18]2[N:21]([CH2:31][CH:32]([OH:48])[CH2:33][N:34]3[CH2:39][CH2:38][N:37]([C:40]4[CH:45]=[CH:44][CH:43]=[CH:42][C:41]=4[C:46]#[N:47])[CH2:36][CH2:35]3)[N:22]=[C:23]([C:24]3[CH:29]=[CH:28][C:27]([I:30])=[CH:26][CH:25]=3)[C:17]=2[CH2:16]1)=O)(C)(C)C. Given the product [OH:48][CH:32]([CH2:31][N:21]1[C:18]2[CH2:19][CH2:20][NH:15][CH2:16][C:17]=2[C:23]([C:24]2[CH:29]=[CH:28][C:27]([I:30])=[CH:26][CH:25]=2)=[N:22]1)[CH2:33][N:34]1[CH2:35][CH2:36][N:37]([C:40]2[CH:45]=[CH:44][CH:43]=[CH:42][C:41]=2[C:46]#[N:47])[CH2:38][CH2:39]1, predict the reactants needed to synthesize it. (3) Given the product [CH:1]([O:5][C:6]([N:8]1[CH:13]([CH2:14][CH3:15])[CH2:12][CH:11]([NH:16][C:17]2[N:18]=[CH:19][C:20]([O:23][CH2:32][C:33]3[CH:38]=[CH:37][CH:36]=[CH:35][CH:34]=3)=[CH:21][N:22]=2)[CH2:10][CH:9]1[CH2:24][CH3:25])=[O:7])([CH3:3])[CH3:4], predict the reactants needed to synthesize it. The reactants are: [C:1]([O:5][C:6]([N:8]1[CH:13]([CH2:14][CH3:15])[CH2:12][CH:11]([NH:16][C:17]2[N:22]=[CH:21][C:20]([OH:23])=[CH:19][N:18]=2)[CH2:10][CH:9]1[CH2:24][CH3:25])=[O:7])([CH3:4])([CH3:3])C.C(=O)([O-])[O-].[K+].[K+].[CH2:32](N)[C:33]1[CH:38]=[CH:37][CH:36]=[CH:35][CH:34]=1.O. (4) The reactants are: P(OC1C=CC=CC=1)(OC1C=CC=CC=1)(O[CH:4]([C:6]1[CH:11]=[CH:10][CH:9]=[CH:8][C:7]=1[S:12]([CH:15]([CH3:17])[CH3:16])(=[O:14])=[O:13])[CH3:5])=O.[N-:32]=[N+:33]=[N-:34].[Na+]. Given the product [N:32]([CH:4]([C:6]1[CH:11]=[CH:10][CH:9]=[CH:8][C:7]=1[S:12]([CH:15]([CH3:17])[CH3:16])(=[O:14])=[O:13])[CH3:5])=[N+:33]=[N-:34], predict the reactants needed to synthesize it. (5) Given the product [C:44]([O:43][C:41]([N:9]1[CH2:8][C@H:7]2[N:33]([C:34]([O:36][C:37]([CH3:40])([CH3:39])[CH3:38])=[O:35])[C@H:11]([CH:12]=[C:13]([C:14]3[CH:15]=[CH:16][C:17]([CH2:20][CH2:21][CH2:22][O:23][C:24]4[C:29]([F:30])=[CH:28][CH:27]=[C:26]([F:31])[C:25]=4[Cl:32])=[CH:18][CH:19]=3)[CH:6]2[C:4]([OH:5])=[O:3])[CH2:10]1)=[O:42])([CH3:45])([CH3:46])[CH3:47], predict the reactants needed to synthesize it. The reactants are: C([O:3][C:4]([C:6]1[C@@H:7]2[N:33]([C:34]([O:36][C:37]([CH3:40])([CH3:39])[CH3:38])=[O:35])[C@H:11]([CH2:12][C:13]=1[C:14]1[CH:19]=[CH:18][C:17]([CH2:20][CH2:21][CH2:22][O:23][C:24]3[C:29]([F:30])=[CH:28][CH:27]=[C:26]([F:31])[C:25]=3[Cl:32])=[CH:16][CH:15]=1)[CH2:10][N:9]([C:41]([O:43][C:44]([CH3:47])([CH3:46])[CH3:45])=[O:42])[CH2:8]2)=[O:5])C.[OH-].[Na+]. (6) Given the product [ClH:32].[ClH:34].[NH2:7][CH2:8][CH2:9][N:10]([CH2:25][C:26]1[CH:27]=[CH:28][C:29]([Cl:32])=[CH:30][CH:31]=1)[C:11](=[O:24])[C:12]1[CH:17]=[CH:16][C:15]([C:18]2[CH:19]=[CH:20][N:21]=[CH:22][CH:23]=2)=[CH:14][CH:13]=1, predict the reactants needed to synthesize it. The reactants are: C(OC(=O)[NH:7][CH2:8][CH2:9][N:10]([CH2:25][C:26]1[CH:31]=[CH:30][C:29]([Cl:32])=[CH:28][CH:27]=1)[C:11](=[O:24])[C:12]1[CH:17]=[CH:16][C:15]([C:18]2[CH:23]=[CH:22][N:21]=[CH:20][CH:19]=2)=[CH:14][CH:13]=1)(C)(C)C.[ClH:34]. (7) Given the product [CH2:2]([O:4][C:5](=[O:26])[C@@H:6]([CH3:25])[CH2:7][CH:8]([NH:24][C:27](=[O:33])[CH2:28][CH2:29][C:30]([OH:32])=[O:31])[CH2:9][C:10]1[CH:15]=[CH:14][C:13]([C:16]2[CH:21]=[CH:20][CH:19]=[CH:18][C:17]=2[O:22][CH3:23])=[CH:12][CH:11]=1)[CH3:3], predict the reactants needed to synthesize it. The reactants are: Cl.[CH2:2]([O:4][C:5](=[O:26])[C@@H:6]([CH3:25])[CH2:7][CH:8]([NH2:24])[CH2:9][C:10]1[CH:15]=[CH:14][C:13]([C:16]2[CH:21]=[CH:20][CH:19]=[CH:18][C:17]=2[O:22][CH3:23])=[CH:12][CH:11]=1)[CH3:3].[C:27]1(=[O:33])[O:32][C:30](=[O:31])[CH2:29][CH2:28]1. (8) Given the product [CH3:22][CH:21]1[CH2:20][NH:19][C:3]([CH:5]2[C:14]3[C:9](=[CH:10][CH:11]=[CH:12][CH:13]=3)[CH2:8][CH2:7][CH2:6]2)=[N:23]1, predict the reactants needed to synthesize it. The reactants are: CO[C:3]([CH:5]1[C:14]2[C:9](=[CH:10][CH:11]=[CH:12][CH:13]=2)[CH2:8][CH2:7][CH2:6]1)=O.C[Al](C)C.[NH2:19][CH2:20][CH:21]([NH2:23])[CH3:22].